This data is from Forward reaction prediction with 1.9M reactions from USPTO patents (1976-2016). The task is: Predict the product of the given reaction. (1) Given the reactants [Cl:1][C:2]1[CH:7]=[C:6](Cl)[CH:5]=[CH:4][C:3]=1[OH:9].[OH:10]O, predict the reaction product. The product is: [Cl:1][C:2]1[C:3](=[O:9])[CH:4]=[CH:5][C:6](=[O:10])[CH:7]=1. (2) Given the reactants S(=O)(O)[O-].[Na+].[N+:6]([C:9]1[CH:10]=[C:11]([CH:14]=[CH:15][CH:16]=1)[CH:12]=[O:13])([O-:8])=[O:7].CCOCC.[C-:22]#[N:23].[K+], predict the reaction product. The product is: [N+:6]([C:9]1[CH:10]=[C:11]([CH:12]([OH:13])[C:22]#[N:23])[CH:14]=[CH:15][CH:16]=1)([O-:8])=[O:7].